From a dataset of Reaction yield outcomes from USPTO patents with 853,638 reactions. Predict the reaction yield, written as a fraction of the theoretical maximum amount of product (1.0 means a 100% yield; for example, 0.34 means a 34% yield). (1) The reactants are [NH2:1][C:2]1[N:7]2[CH:8]=[C:9]([CH3:11])[N:10]=[C:6]2[C:5]([C:12]([O:14]C)=[O:13])=[CH:4][C:3]=1[Cl:16].[OH-].[Li+].[CH3:19]O. No catalyst specified. The product is [CH3:19][C:8]1[N:7]2[C:2]([NH2:1])=[C:3]([Cl:16])[CH:4]=[C:5]([C:12]([OH:14])=[O:13])[C:6]2=[N:10][C:9]=1[CH3:11]. The yield is 0.960. (2) The reactants are O[CH2:2][C:3]([C:5]1[CH:10]=[CH:9][CH:8]=[CH:7][CH:6]=1)=[O:4].O1[CH:15]=[CH:14][CH:13]=[C:12]1[CH:16]=O.O(C)[Na].[CH2:21]1COC[CH2:22]1. No catalyst specified. The product is [C:12]1([CH:16]=[CH:2][C:3]([C:5]2[CH:10]=[CH:9][CH:8]=[CH:7][CH:6]=2)=[O:4])[CH:22]=[CH:21][CH:15]=[CH:14][CH:13]=1. The yield is 0.710. (3) The reactants are [NH2:1][C:2]1[C:3]([C:7](Cl)=[N:8][OH:9])=[N:4][O:5][N:6]=1.Cl.Cl.[NH2:13][CH2:14][CH2:15][NH:16][S:17]([CH3:20])(=[O:19])=[O:18].C(N(CC)CC)C. The catalyst is C(O)C. The product is [NH2:1][C:2]1[C:3]([C:7](=[N:8][OH:9])[NH:13][CH2:14][CH2:15][NH:16][S:17]([CH3:20])(=[O:19])=[O:18])=[N:4][O:5][N:6]=1. The yield is 1.00. (4) The reactants are [NH2:1][C:2]1[CH:7]=[CH:6][N:5]=[CH:4][CH:3]=1.C(N(CC)CC)C.[Cl-].ClC1N(C)CC[NH+]1C.[CH3:24][C:25]1[C:30](=[O:31])[C:29]([CH3:32])=[C:28]([CH3:33])[C:27](=[O:34])[C:26]=1[CH2:35][C:36]1[CH:37]=[CH:38][C:39]([O:45]C(=O)C)=[C:40]([CH:44]=1)[C:41](O)=[O:42]. The catalyst is O.C(Cl)Cl. The product is [N:5]1[CH:6]=[CH:7][C:2]([NH:1][C:41](=[O:42])[C:40]2[CH:44]=[C:36]([CH2:35][C:26]3[C:27](=[O:34])[C:28]([CH3:33])=[C:29]([CH3:32])[C:30](=[O:31])[C:25]=3[CH3:24])[CH:37]=[CH:38][C:39]=2[OH:45])=[CH:3][CH:4]=1. The yield is 0.0700. (5) The catalyst is O1CCCC1. The product is [C:24]1([O:12][C:9]2[CH:8]=[CH:7][CH:6]=[CH:11][CH:10]=2)[CH:23]=[CH:8][CH:7]=[CH:6][CH:11]=1. The reactants are C(N(C(=O)CC)CC[C:6]1[CH:11]=[CH:10][C:9]([OH:12])=[CH:8][CH:7]=1)C.[H-].[Na+].C(O[CH2:23][CH3:24])(=O)C. The yield is 0.320. (6) The reactants are [CH3:1][N:2]1[C@@H:12]2[CH2:13][C:14]3[CH:19]=[CH:18][C:17]([OH:20])=[C:16]4[O:21][C@H:6]5[C:7]([CH:9]=[CH:10][C@:11]2([OH:22])[C@:5]5([C:15]=34)[CH2:4][CH2:3]1)=[O:8].C(N(CC)CC)C.[CH:30]1(C=O)[CH2:32][CH2:31]1.C(O)=O. The catalyst is C(#N)C. The product is [CH2:30]1[CH:32]([CH2:1][N:2]2[C@@H:12]3[CH2:13][C:14]4[CH:19]=[CH:18][C:17]([OH:20])=[C:16]5[O:21][CH:6]6[C:7]([CH2:9][CH2:10][C@:11]3([OH:22])[C@:5]6([C:15]=45)[CH2:4][CH2:3]2)=[O:8])[CH2:31]1. The yield is 0.950. (7) The yield is 0.750. The catalyst is C1COCC1. The reactants are [OH-].[Li+].C([O:6][C:7]1[CH:16]=[CH:15][C:10]([C:11]([O:13]C)=[O:12])=[CH:9][C:8]=1[CH2:17][CH:18]=[C:19]([CH3:21])[CH3:20])(=O)C.C1COCC1.CO.O.Cl. The product is [OH:6][C:7]1[CH:16]=[CH:15][C:10]([C:11]([OH:13])=[O:12])=[CH:9][C:8]=1[CH2:17][CH:18]=[C:19]([CH3:21])[CH3:20].